From a dataset of Forward reaction prediction with 1.9M reactions from USPTO patents (1976-2016). Predict the product of the given reaction. (1) Given the reactants [C:1]([C:3]1[C:8]2[N:9]=[C:10]([C@@H:12]3[CH2:14][C@H:13]3[C:15]([O:17][CH2:18][CH3:19])=[O:16])[O:11][C:7]=2[C:6](F)=[C:5]([C:21]2[CH:26]=[CH:25][CH:24]=[CH:23][CH:22]=2)[C:4]=1[CH3:27])#[N:2].C(N(CC)CC)C.[CH3:35][N:36]([CH3:42])[C@H:37]1[CH2:41][CH2:40][NH:39][CH2:38]1, predict the reaction product. The product is: [C:1]([C:3]1[C:8]2[N:9]=[C:10]([C@@H:12]3[CH2:14][C@H:13]3[C:15]([O:17][CH2:18][CH3:19])=[O:16])[O:11][C:7]=2[C:6]([N:39]2[CH2:40][CH2:41][C@H:37]([N:36]([CH3:42])[CH3:35])[CH2:38]2)=[C:5]([C:21]2[CH:26]=[CH:25][CH:24]=[CH:23][CH:22]=2)[C:4]=1[CH3:27])#[N:2]. (2) Given the reactants [Br:1][C:2]1[C:3](Cl)=[C:4]([C:18]#[N:19])[C:5](=O)[N:6]([C:8]2[C:13]([F:14])=[CH:12][CH:11]=[CH:10][C:9]=2[C:15]#[N:16])[CH:7]=1.[OH2:21].[NH2:22][NH2:23].O1CCCC1, predict the reaction product. The product is: [NH2:19][C:18]1[C:4]2[C:5](=[O:21])[N:6]([C:8]3[C:13]([F:14])=[CH:12][CH:11]=[CH:10][C:9]=3[C:15]#[N:16])[CH:7]=[C:2]([Br:1])[C:3]=2[NH:23][N:22]=1.